This data is from Forward reaction prediction with 1.9M reactions from USPTO patents (1976-2016). The task is: Predict the product of the given reaction. Given the reactants C([O-])([O-])=O.[Na+].[Na+].FC(F)(F)S(O[C:13]1[CH2:14][CH2:15][N:16]([C:19]([O:21][C:22]([CH3:25])([CH3:24])[CH3:23])=[O:20])[CH2:17][CH:18]=1)(=O)=O.[C:28]([NH:31][C:32]1[CH:33]=[C:34](B(O)O)[CH:35]=[CH:36][CH:37]=1)(=[O:30])[CH3:29], predict the reaction product. The product is: [C:28]([NH:31][C:32]1[CH:37]=[C:36]([C:13]2[CH2:14][CH2:15][N:16]([C:19]([O:21][C:22]([CH3:25])([CH3:24])[CH3:23])=[O:20])[CH2:17][CH:18]=2)[CH:35]=[CH:34][CH:33]=1)(=[O:30])[CH3:29].